The task is: Predict the reactants needed to synthesize the given product.. This data is from Full USPTO retrosynthesis dataset with 1.9M reactions from patents (1976-2016). (1) Given the product [S:22]1[CH:23]=[CH:24][C:20]2[CH:19]=[C:18]([C:16]([NH:15][C:6]3([C:4]([OH:5])=[O:3])[CH2:7][C:8]4[C:13](=[CH:12][CH:11]=[CH:10][CH:9]=4)[CH2:14]3)=[O:17])[CH:26]=[CH:25][C:21]1=2, predict the reactants needed to synthesize it. The reactants are: C([O:3][C:4]([C:6]1([NH:15][C:16]([C:18]2[CH:26]=[CH:25][C:21]3[S:22][CH:23]=[CH:24][C:20]=3[CH:19]=2)=[O:17])[CH2:14][C:13]2[C:8](=[CH:9][CH:10]=[CH:11][CH:12]=2)[CH2:7]1)=[O:5])C.O1CCOCC1.CO.[Li+].[OH-]. (2) Given the product [Cl:9][C:10]1[CH:15]=[CH:14][C:13]([C:16]2[CH:20]=[C:19]([CH3:21])[N:18]([CH:22]3[C:23](=[O:29])/[C:24](=[CH:37]\[C:34]4[CH:33]=[CH:32][C:31]([F:30])=[CH:36][N:35]=4)/[CH2:25][C:26]3=[O:27])[N:17]=2)=[CH:12][CH:11]=1.[Cl:9][C:10]1[CH:15]=[CH:14][C:13]([C:16]2[CH:20]=[C:19]([CH3:21])[N:18]([CH:22]3[C:23](=[O:29])/[C:24](=[CH:37]/[C:34]4[CH:33]=[CH:32][C:31]([F:30])=[CH:36][N:35]=4)/[CH2:25][C:26]3=[O:27])[N:17]=2)=[CH:12][CH:11]=1, predict the reactants needed to synthesize it. The reactants are: C([N-]C(C)C)(C)C.[Li+].[Cl:9][C:10]1[CH:15]=[CH:14][C:13]([C:16]2[CH:20]=[C:19]([CH3:21])[N:18]([C:22]3[C:23](=[O:29])[CH2:24][CH2:25][C:26]=3[O:27]C)[N:17]=2)=[CH:12][CH:11]=1.[F:30][C:31]1[CH:32]=[CH:33][C:34]([CH:37]=O)=[N:35][CH:36]=1.Cl. (3) Given the product [Cl:1][C:2]1[CH:3]=[CH:4][C:5]([S:8]([N:11]([CH2:21][C:22]2[CH:30]=[CH:29][C:25]([C:26]([NH:36][CH2:35][CH2:34][CH2:33][O:32][CH3:31])=[O:28])=[CH:24][CH:23]=2)[C@H:12]([C:15]2[CH:16]=[CH:17][CH:18]=[CH:19][CH:20]=2)[CH2:13][CH3:14])(=[O:10])=[O:9])=[CH:6][CH:7]=1, predict the reactants needed to synthesize it. The reactants are: [Cl:1][C:2]1[CH:7]=[CH:6][C:5]([S:8]([N:11]([CH2:21][C:22]2[CH:30]=[CH:29][C:25]([C:26]([OH:28])=O)=[CH:24][CH:23]=2)[C@H:12]([C:15]2[CH:20]=[CH:19][CH:18]=[CH:17][CH:16]=2)[CH2:13][CH3:14])(=[O:10])=[O:9])=[CH:4][CH:3]=1.[CH3:31][O:32][CH2:33][CH2:34][CH2:35][NH2:36]. (4) Given the product [C:34]1(/[CH:33]=[CH:32]/[C:31]([O:41][CH:26]([O:25][C:23]([NH:7][C:3]2([C:4]([OH:6])=[O:5])[CH2:2][CH2:1]2)=[O:24])[CH:27]([CH3:29])[CH3:28])=[O:40])[CH:35]=[CH:36][CH:37]=[CH:38][CH:39]=1, predict the reactants needed to synthesize it. The reactants are: [CH2:1]1[C:3]([NH2:7])([C:4]([OH:6])=[O:5])[CH2:2]1.Cl[Si](C)(C)C.CCN(C(C)C)C(C)C.Cl[C:23]([O:25][CH:26](Cl)[CH:27]([CH3:29])[CH3:28])=[O:24].[C:31]([OH:41])(=[O:40])/[CH:32]=[CH:33]/[C:34]1[CH:39]=[CH:38][CH:37]=[CH:36][CH:35]=1. (5) Given the product [F:1][C:2]1[CH:3]=[C:4]([CH2:5][N:35]2[CH2:36][C:33]([OH:32])([C:37]([O:39][CH3:40])=[O:38])[CH2:34]2)[CH:7]=[CH:8][C:9]=1[C:10]1[S:11][C:12]2[C:17]([N:18]=1)=[CH:16][CH:15]=[C:14]([C:19]1([C:22]3[CH:23]=[CH:24][CH:25]=[CH:26][CH:27]=3)[CH2:20][CH2:21]1)[N:13]=2, predict the reactants needed to synthesize it. The reactants are: [F:1][C:2]1[CH:3]=[C:4]([CH:7]=[CH:8][C:9]=1[C:10]1[S:11][C:12]2[C:17]([N:18]=1)=[CH:16][CH:15]=[C:14]([C:19]1([C:22]3[CH:27]=[CH:26][CH:25]=[CH:24][CH:23]=3)[CH2:21][CH2:20]1)[N:13]=2)[CH:5]=O.C(O)(=O)C.[OH:32][C:33]1([C:37]([O:39][CH3:40])=[O:38])[CH2:36][NH:35][CH2:34]1. (6) Given the product [Si:18]([O:17][CH2:16][C@@H:9]([NH:8][C:6](=[O:7])[O:5][C:1]([CH3:4])([CH3:3])[CH3:2])[CH2:10][CH2:11][CH2:12][OH:13])([C:21]([CH3:23])([CH3:24])[CH3:22])([CH3:20])[CH3:19], predict the reactants needed to synthesize it. The reactants are: [C:1]([O:5][C:6]([NH:8][C@H:9]([CH2:16][O:17][Si:18]([C:21]([CH3:24])([CH3:23])[CH3:22])([CH3:20])[CH3:19])[CH2:10][CH2:11][C:12](OC)=[O:13])=[O:7])([CH3:4])([CH3:3])[CH3:2].[Li+].[BH4-]. (7) Given the product [NH2:13][CH2:12][CH2:11][CH2:10][N:9]([CH2:14][CH2:15][CH2:16][NH2:17])[CH2:8][CH2:7][CH2:6][N:5]([CH2:18][CH2:19][CH2:20][NH2:21])[CH2:4][CH2:3][CH2:1][NH2:2], predict the reactants needed to synthesize it. The reactants are: [C:1]([CH2:3][CH2:4][N:5]([CH2:18][CH2:19][C:20]#[N:21])[CH2:6][CH2:7][CH2:8][N:9]([CH2:14][CH2:15][C:16]#[N:17])[CH2:10][CH2:11][C:12]#[N:13])#[N:2].[H][H]. (8) Given the product [C:40]([NH:39][C:37](=[O:38])[C:36]1[CH:44]=[CH:45][CH:46]=[C:34]([CH2:33][N:30]2[CH2:29][CH2:28][N:27]([C:25](=[O:26])[C:24]3[CH:47]=[CH:48][C:21]([NH:20][C:1]([NH:55][CH2:54][CH:51]4[CH2:53][CH2:52]4)=[O:12])=[C:22]([F:50])[C:23]=3[Cl:49])[CH2:32][CH2:31]2)[CH:35]=1)([CH3:43])([CH3:42])[CH3:41], predict the reactants needed to synthesize it. The reactants are: [C:1](=[O:12])(OC(Cl)(Cl)Cl)OC(Cl)(Cl)Cl.C(N(CC)CC)C.[NH2:20][C:21]1[CH:48]=[CH:47][C:24]([C:25]([N:27]2[CH2:32][CH2:31][N:30]([CH2:33][C:34]3[CH:35]=[C:36]([CH:44]=[CH:45][CH:46]=3)[C:37]([NH:39][C:40]([CH3:43])([CH3:42])[CH3:41])=[O:38])[CH2:29][CH2:28]2)=[O:26])=[C:23]([Cl:49])[C:22]=1[F:50].[CH:51]1([CH2:54][NH2:55])[CH2:53][CH2:52]1. (9) Given the product [F:42][C:43]1[CH:44]=[CH:45][C:46]2[N:47]([CH:49]=[C:50]([C:18]([NH:17][C@H:14]3[CH2:13][CH2:12][C@@H:11]([N:8]4[C:9](=[O:10])[C:4]5[CH:3]=[C:2]([F:1])[CH:34]=[N:33][C:5]=5[N:6]([CH:26]5[CH2:31][CH2:30][N:29]([CH3:32])[CH2:28][CH2:27]5)[C:7]4=[O:25])[CH2:16][CH2:15]3)=[O:24])[N:51]=2)[CH:48]=1, predict the reactants needed to synthesize it. The reactants are: [F:1][C:2]1[CH:34]=[N:33][C:5]2[N:6]([CH:26]3[CH2:31][CH2:30][N:29]([CH3:32])[CH2:28][CH2:27]3)[C:7](=[O:25])[N:8]([C@@H:11]3[CH2:16][CH2:15][C@H:14]([NH:17][C:18](=[O:24])OC(C)(C)C)[CH2:13][CH2:12]3)[C:9](=[O:10])[C:4]=2[CH:3]=1.Cl.O1CCOCC1.[F:42][C:43]1[CH:44]=[CH:45][C:46]2[N:47]([CH:49]=[C:50](C(O)=O)[N:51]=2)[CH:48]=1.C(N(CC)C(C)C)(C)C. (10) Given the product [CH2:1]([O:5][CH:6]1[CH2:7][CH2:8][N:9]([C:12]2[CH:13]=[CH:14][C:15]([C:18]3[S:22][C:21]([C:23]4[CH:24]=[CH:25][C:26]([C:27]([OH:29])=[O:28])=[CH:31][CH:32]=4)=[N:20][N:19]=3)=[CH:16][CH:17]=2)[CH2:10][CH2:11]1)[CH2:2][CH2:3][CH3:4], predict the reactants needed to synthesize it. The reactants are: [CH2:1]([O:5][CH:6]1[CH2:11][CH2:10][N:9]([C:12]2[CH:17]=[CH:16][C:15]([C:18]3[S:22][C:21]([C:23]4[CH:32]=[CH:31][C:26]([C:27]([O:29]C)=[O:28])=[CH:25][CH:24]=4)=[N:20][N:19]=3)=[CH:14][CH:13]=2)[CH2:8][CH2:7]1)[CH2:2][CH2:3][CH3:4].[OH-].[Na+].Cl.